This data is from Catalyst prediction with 721,799 reactions and 888 catalyst types from USPTO. The task is: Predict which catalyst facilitates the given reaction. (1) Reactant: Cl[C:2]1[C:11]2[C:6](=[CH:7][C:8]([C:14]3[C:15]([CH3:20])=[N:16][O:17][C:18]=3[CH3:19])=[C:9]([O:12][CH3:13])[CH:10]=2)[N:5]=[CH:4][C:3]=1[N+:21]([O-])=O.[N:24]1[CH:29]=[CH:28][CH:27]=[CH:26][C:25]=1[CH2:30][NH2:31].CN(C(ON1N=NC2C=CC=NC1=2)=[N+](C)C)C.F[P-](F)(F)(F)(F)F.[O:56]1[CH2:61][CH2:60][CH:59]([C:62](O)=O)[CH2:58][CH2:57]1.C(=O)([O-])O.[Na+]. Product: [CH3:20][C:15]1[C:14]([C:8]2[C:9]([O:12][CH3:13])=[CH:10][C:11]3[C:2]4[N:31]([CH2:30][C:25]5[CH:26]=[CH:27][CH:28]=[CH:29][N:24]=5)[C:62]([CH:59]5[CH2:60][CH2:61][O:56][CH2:57][CH2:58]5)=[N:21][C:3]=4[CH:4]=[N:5][C:6]=3[CH:7]=2)=[C:18]([CH3:19])[O:17][N:16]=1. The catalyst class is: 291. (2) Reactant: [Si:1]([O:8][CH2:9][C:10]1[C:11]([F:33])=[C:12]([C:16]2[CH:17]=[N:18][C:19]([N:22]3[CH2:27][CH2:26][N:25]([S:28]([CH:31]=[CH2:32])(=[O:30])=[O:29])[CH2:24][CH2:23]3)=[N:20][CH:21]=2)[CH:13]=[CH:14][CH:15]=1)([C:4]([CH3:7])([CH3:6])[CH3:5])([CH3:3])[CH3:2].C1C[O:37][CH2:36]C1.CO.[OH-].[Na+]. Product: [Si:1]([O:8][CH2:9][C:10]1[C:11]([F:33])=[C:12]([C:16]2[CH:17]=[N:18][C:19]([N:22]3[CH2:23][CH2:24][N:25]([S:28]([CH2:31][CH2:32][O:37][CH3:36])(=[O:30])=[O:29])[CH2:26][CH2:27]3)=[N:20][CH:21]=2)[CH:13]=[CH:14][CH:15]=1)([C:4]([CH3:6])([CH3:7])[CH3:5])([CH3:2])[CH3:3]. The catalyst class is: 22. (3) Reactant: [CH2:1]([O:8][C:9]([N:11]1[CH2:15][C@@H:14]([N:16]2[CH2:21][CH2:20][N:19]([S:22]([CH3:25])(=[O:24])=[O:23])[CH2:18][CH2:17]2)[CH2:13][C@H:12]1[C:26](O)=[O:27])=[O:10])[C:2]1[CH:7]=[CH:6][CH:5]=[CH:4][CH:3]=1.[NH2:29][C:30]1[CH:42]=[CH:41][C:33]([C:34]([O:36][C:37]([CH3:40])([CH3:39])[CH3:38])=[O:35])=[CH:32][CH:31]=1. Product: [CH3:40][C:37]([O:36][C:34]([C:33]1[CH:41]=[CH:42][C:30]([NH:29][C:26]([C@@H:12]2[CH2:13][C@H:14]([N:16]3[CH2:21][CH2:20][N:19]([S:22]([CH3:25])(=[O:24])=[O:23])[CH2:18][CH2:17]3)[CH2:15][N:11]2[C:9]([O:8][CH2:1][C:2]2[CH:7]=[CH:6][CH:5]=[CH:4][CH:3]=2)=[O:10])=[O:27])=[CH:31][CH:32]=1)=[O:35])([CH3:38])[CH3:39]. The catalyst class is: 17.